Regression/Classification. Given a drug SMILES string, predict its absorption, distribution, metabolism, or excretion properties. Task type varies by dataset: regression for continuous measurements (e.g., permeability, clearance, half-life) or binary classification for categorical outcomes (e.g., BBB penetration, CYP inhibition). For this dataset (solubility_aqsoldb), we predict Y. From a dataset of Aqueous solubility values for 9,982 compounds from the AqSolDB database. (1) The compound is O=C(NO)c1ccccc1N=Cc1ccccn1. The Y is -3.21 log mol/L. (2) The molecule is Cc1cc2c(cc1NNC1C(=O)NC(=O)NC1=O)=NC(=O)N=2. The Y is -6.49 log mol/L. (3) The compound is CC(=O)OC1c2ccccc2N(C(N)=O)c2ccccc2C1OC(C)=O. The Y is -3.55 log mol/L. (4) The compound is CC(C)C(=O)OCCOc1ccccc1. The Y is -3.03 log mol/L. (5) The molecule is Cc1c(C(C)C)c(=O)n(-c2ccccc2)n1C. The Y is -1.91 log mol/L. (6) The drug is ClC(Cl)Br. The Y is -1.54 log mol/L. (7) The compound is N=C(NN)N[N+](=O)[O-]. The Y is -1.65 log mol/L.